Task: Predict the reaction yield, written as a fraction of the theoretical maximum amount of product (1.0 means a 100% yield; for example, 0.34 means a 34% yield).. Dataset: Reaction yield outcomes from USPTO patents with 853,638 reactions (1) The reactants are O([C:9]([O:11][C:12]([CH3:15])([CH3:14])[CH3:13])=[O:10])[C:9]([O:11][C:12]([CH3:15])([CH3:14])[CH3:13])=[O:10].[Br:16][C:17]1[CH:18]=[C:19]([C:24]#[C:25][Si:26]([CH3:29])([CH3:28])[CH3:27])[C:20]([NH2:23])=[N:21][CH:22]=1. The catalyst is CN(C1C=CN=CC=1)C.C(Cl)Cl.C([O-])(O)=O.[Na+]. The product is [Br:16][C:17]1[CH:18]=[C:19]([C:24]#[C:25][Si:26]([CH3:28])([CH3:27])[CH3:29])[C:20]([N:23]([C:9]([O:11][C:12]([CH3:13])([CH3:14])[CH3:15])=[O:10])[C:9](=[O:10])[O:11][C:12]([CH3:15])([CH3:14])[CH3:13])=[N:21][CH:22]=1. The yield is 0.670. (2) The reactants are COC(SC)=C[C:5]#[N:6].C[CH2:10][OH:11].[Br:12][C:13]1[C:14](Cl)=[N:15][C:16]([Cl:19])=[N:17][CH:18]=1.C([N:23]([CH2:26][CH3:27])CC)C.O.[NH2:29]N. No catalyst specified. The product is [Br:12][C:13]1[C:14]([NH:29][C:5]2[CH:27]=[C:26]([O:11][CH3:10])[NH:23][N:6]=2)=[N:15][C:16]([Cl:19])=[N:17][CH:18]=1. The yield is 0.110. (3) The reactants are [OH:1][C:2]1[C:7]([NH:8][C:9]2[C:10](=O)[C:11](=[O:15])[C:12]=2[O:13]C)=[CH:6][N:5]=[CH:4][N:3]=1.[CH3:17][C:18]1[O:22][C:21]([CH:23]([NH2:29])[C:24]2([CH3:28])[CH2:27][O:26][CH2:25]2)=[CH:20][CH:19]=1. The product is [OH:1][C:2]1[C:7]([NH:8][C:9]2[C:12](=[O:13])[C:11](=[O:15])[C:10]=2[NH:29][CH:23]([C:21]2[O:22][C:18]([CH3:17])=[CH:19][CH:20]=2)[C:24]2([CH3:28])[CH2:25][O:26][CH2:27]2)=[CH:6][N:5]=[CH:4][N:3]=1. The catalyst is CO. The yield is 0.720.